From a dataset of Forward reaction prediction with 1.9M reactions from USPTO patents (1976-2016). Predict the product of the given reaction. Given the reactants [F:1][C:2]1[CH:3]=[C:4]([C:9]2[CH:14]=[CH:13][C:12]([CH2:15][CH2:16][C:17](O)=[O:18])=[CH:11][CH:10]=2)[CH:5]=[C:6]([F:8])[CH:7]=1.CC1(C)N([O])C(C)(C)CCC1.[Br-].[K+].Cl[O-].[Na+].C(=O)(O)[O-].[Na+], predict the reaction product. The product is: [F:1][C:2]1[CH:3]=[C:4]([C:9]2[CH:10]=[CH:11][C:12]([CH2:15][CH2:16][CH:17]=[O:18])=[CH:13][CH:14]=2)[CH:5]=[C:6]([F:8])[CH:7]=1.